From a dataset of Catalyst prediction with 721,799 reactions and 888 catalyst types from USPTO. Predict which catalyst facilitates the given reaction. (1) Reactant: [C:1]([O:5][C:6]([NH:8][C@@H:9]([C:51]([CH3:55])([CH3:54])[CH2:52][OH:53])[C:10]([NH:12][C@@H:13]([CH2:44][C:45]1[CH:50]=[CH:49][CH:48]=[CH:47][CH:46]=1)[C@@H:14]([OH:43])[CH2:15][C@@H:16]([NH:30][C:31](=[O:42])[C@H:32]([C:38]([CH3:41])([CH3:40])[CH3:39])[NH:33][C:34]([O:36][CH3:37])=[O:35])[CH2:17][C:18]1[CH:23]=[CH:22][C:21]([C:24]2[CH:29]=[CH:28][CH:27]=[CH:26][N:25]=2)=[CH:20][CH:19]=1)=[O:11])=[O:7])(C)(C)C.FC(F)(F)C(O)=O.C(N(C(C)C)CC)(C)C.ClC(OC)=O. Product: [CH3:1][O:5][C:6](=[O:7])[NH:8][C@@H:9]([C:51]([CH3:55])([CH3:54])[CH2:52][OH:53])[C:10](=[O:11])[NH:12][C@@H:13]([CH2:44][C:45]1[CH:46]=[CH:47][CH:48]=[CH:49][CH:50]=1)[C@@H:14]([OH:43])[CH2:15][C@H:16]([CH2:17][C:18]1[CH:23]=[CH:22][C:21]([C:24]2[CH:29]=[CH:28][CH:27]=[CH:26][N:25]=2)=[CH:20][CH:19]=1)[NH:30][C:31](=[O:42])[C@H:32]([C:38]([CH3:41])([CH3:40])[CH3:39])[NH:33][C:34](=[O:35])[O:36][CH3:37]. The catalyst class is: 46. (2) The catalyst class is: 2. Reactant: FC(F)(F)S([O:6][S:7]([C:10]([F:13])([F:12])[F:11])(=[O:9])=[O:8])(=O)=O.[CH2:16]([O:18][C:19](=[O:38])[CH2:20][C:21]1[CH:22]=[C:23]([C:28]2[CH:33]=[CH:32][C:31]([C:34]([F:37])([F:36])[F:35])=[CH:30][CH:29]=2)[CH:24]=[C:25](O)[CH:26]=1)[CH3:17].N1C=CC=CC=1. Product: [CH2:16]([O:18][C:19](=[O:38])[CH2:20][C:21]1[CH:22]=[C:23]([C:28]2[CH:33]=[CH:32][C:31]([C:34]([F:36])([F:37])[F:35])=[CH:30][CH:29]=2)[CH:24]=[C:25]([O:6][S:7]([C:10]([F:11])([F:12])[F:13])(=[O:8])=[O:9])[CH:26]=1)[CH3:17]. (3) Reactant: [OH:1][C:2]1[C:7]2[C:8](=[O:22])[N:9]([C:16]3[CH:21]=[CH:20][CH:19]=[CH:18][CH:17]=3)[C:10]3[CH:11]=[CH:12][CH:13]=[CH:14][C:15]=3[C:6]=2[O:5][C:4](=[O:23])[C:3]=1[S:24][C:25]1[CH:30]=[CH:29][C:28]([OH:31])=[CH:27][CH:26]=1.Br[CH2:33][CH2:34][O:35][CH3:36].C(=O)([O-])[O-].[K+].[K+].C(OCC)(=O)C. Product: [OH:1][C:2]1[C:7]2[C:8](=[O:22])[N:9]([C:16]3[CH:17]=[CH:18][CH:19]=[CH:20][CH:21]=3)[C:10]3[CH:11]=[CH:12][CH:13]=[CH:14][C:15]=3[C:6]=2[O:5][C:4](=[O:23])[C:3]=1[S:24][C:25]1[CH:26]=[CH:27][C:28]([O:31][CH2:33][CH2:34][O:35][CH3:36])=[CH:29][CH:30]=1. The catalyst class is: 9. (4) Reactant: [NH:1]1[C:9]2[C:4](=[CH:5][C:6]([O:10][C:11]3[CH:20]=[C:19]([N:21]4[CH2:26][CH2:25][N:24]([CH2:27][C:28]5[CH2:33][CH:32]([OH:34])[CH2:31][CH2:30][C:29]=5[C:35]5[CH:40]=[CH:39][C:38]([Cl:41])=[CH:37][CH:36]=5)[CH2:23][CH2:22]4)[CH:18]=[CH:17][C:12]=3[C:13]([O:15]C)=[O:14])=[CH:7][CH:8]=2)[CH:3]=[CH:2]1.O[Li].O.Cl.C(OCC)(=O)C. Product: [NH:1]1[C:9]2[C:4](=[CH:5][C:6]([O:10][C:11]3[CH:20]=[C:19]([N:21]4[CH2:26][CH2:25][N:24]([CH2:27][C:28]5[CH2:33][CH:32]([OH:34])[CH2:31][CH2:30][C:29]=5[C:35]5[CH:36]=[CH:37][C:38]([Cl:41])=[CH:39][CH:40]=5)[CH2:23][CH2:22]4)[CH:18]=[CH:17][C:12]=3[C:13]([OH:15])=[O:14])=[CH:7][CH:8]=2)[CH:3]=[CH:2]1. The catalyst class is: 193.